Dataset: Full USPTO retrosynthesis dataset with 1.9M reactions from patents (1976-2016). Task: Predict the reactants needed to synthesize the given product. (1) Given the product [CH:5]([C:4]1[CH:3]=[C:2](/[CH:17]=[CH:16]/[C:15]([O:19][C:20]([CH3:23])([CH3:22])[CH3:21])=[O:18])[CH:9]=[CH:8][CH:7]=1)=[O:6], predict the reactants needed to synthesize it. The reactants are: Br[C:2]1[CH:3]=[C:4]([CH:7]=[CH:8][CH:9]=1)[CH:5]=[O:6].C([O-])(O)=O.[Na+].[C:15]([O:19][C:20]([CH3:23])([CH3:22])[CH3:21])(=[O:18])[CH:16]=[CH2:17]. (2) The reactants are: [OH-].[Na+].[NH2:3][S:4]([CH2:7][CH2:8][CH2:9][CH2:10][N:11]([CH3:45])[CH2:12][CH2:13][N:14]([CH3:44])[C@@H:15]1[CH2:22][N:21]2[C:23]3[CH:24]=[C:25]([C:36]([O:38]C)=[O:37])[CH:26]=[CH:27][C:28]=3[C:29]([CH:30]3[CH2:35][CH2:34][CH2:33][CH2:32][CH2:31]3)=[C:20]2[C:19]2[CH:40]=[CH:41][CH:42]=[CH:43][C:18]=2[O:17][CH2:16]1)(=[O:6])=[O:5]. Given the product [NH2:3][S:4]([CH2:7][CH2:8][CH2:9][CH2:10][N:11]([CH3:45])[CH2:12][CH2:13][N:14]([CH3:44])[C@@H:15]1[CH2:22][N:21]2[C:23]3[CH:24]=[C:25]([C:36]([OH:38])=[O:37])[CH:26]=[CH:27][C:28]=3[C:29]([CH:30]3[CH2:35][CH2:34][CH2:33][CH2:32][CH2:31]3)=[C:20]2[C:19]2[CH:40]=[CH:41][CH:42]=[CH:43][C:18]=2[O:17][CH2:16]1)(=[O:5])=[O:6], predict the reactants needed to synthesize it. (3) Given the product [C:6]([C:5]1[CH:8]=[CH:9][C:2]([CH:16]2[CH2:17][C:12](=[O:11])[CH:13]=[CH:14][N:15]2[C:26]([O:25][CH2:24][C:21]2[CH:22]=[CH:23][CH:18]=[CH:19][CH:20]=2)=[O:27])=[CH:3][CH:4]=1)#[N:7], predict the reactants needed to synthesize it. The reactants are: Br[C:2]1[CH:9]=[CH:8][C:5]([C:6]#[N:7])=[CH:4][CH:3]=1.C[O:11][C:12]1[CH:17]=[CH:16][N:15]=[CH:14][CH:13]=1.[CH:18]1[CH:23]=[CH:22][C:21]([CH2:24][O:25][C:26](Cl)=[O:27])=[CH:20][CH:19]=1. (4) Given the product [C:8]([NH:16][C:17]1[CH:29]=[C:28]([C:30]2[CH:35]=[CH:34][C:33]([O:36][C:37]3[CH:42]=[CH:41][CH:40]=[CH:39][CH:38]=3)=[CH:32][CH:31]=2)[CH:27]=[CH:26][C:18]=1[C:19]([OH:21])=[O:20])(=[O:15])[C:9]1[CH:10]=[CH:11][CH:12]=[CH:13][CH:14]=1, predict the reactants needed to synthesize it. The reactants are: FC(F)(F)C(O)=O.[C:8]([NH:16][C:17]1[CH:29]=[C:28]([C:30]2[CH:35]=[CH:34][C:33]([O:36][C:37]3[CH:42]=[CH:41][CH:40]=[CH:39][CH:38]=3)=[CH:32][CH:31]=2)[CH:27]=[CH:26][C:18]=1[C:19]([O:21]C(C)(C)C)=[O:20])(=[O:15])[C:9]1[CH:14]=[CH:13][CH:12]=[CH:11][CH:10]=1. (5) The reactants are: [CH3:1][N:2]1[CH2:11][CH2:10][C:9]2[C:4](=[CH:5][CH:6]=[CH:7][CH:8]=2)[C:3]1=[O:12].[N+:13]([O-])([O-:15])=[O:14].[K+]. Given the product [CH3:1][N:2]1[CH2:11][CH2:10][C:9]2[C:4](=[CH:5][C:6]([N+:13]([O-:15])=[O:14])=[CH:7][CH:8]=2)[C:3]1=[O:12], predict the reactants needed to synthesize it. (6) Given the product [CH3:1][O:2][C:3](=[O:38])[CH2:4][C@H:5]([OH:37])[CH2:6][C@H:7]([OH:36])[CH2:8][CH2:9][C:10]1[N:11]([CH2:34][CH3:35])[C:12]([C:25](=[O:33])[NH:26][C:27]2[CH:32]=[CH:31][CH:30]=[CH:29][CH:28]=2)=[C:13]([CH:22]([CH3:23])[CH3:24])[C:14]=1[C:15]1[CH:20]=[CH:19][C:18]([F:21])=[CH:17][CH:16]=1, predict the reactants needed to synthesize it. The reactants are: [CH3:1][O:2][C:3](=[O:38])[CH2:4][C@H:5]([OH:37])[CH2:6][C@H:7]([OH:36])[CH:8]=[CH:9][C:10]1[N:11]([CH2:34][CH3:35])[C:12]([C:25](=[O:33])[NH:26][C:27]2[CH:32]=[CH:31][CH:30]=[CH:29][CH:28]=2)=[C:13]([CH:22]([CH3:24])[CH3:23])[C:14]=1[C:15]1[CH:20]=[CH:19][C:18]([F:21])=[CH:17][CH:16]=1.